This data is from Forward reaction prediction with 1.9M reactions from USPTO patents (1976-2016). The task is: Predict the product of the given reaction. (1) The product is: [Cl:1][C:2]1[C:3]([S:11][C:12]2[CH:13]=[C:14]([CH3:18])[CH:15]=[CH:16][CH:17]=2)=[CH:4][C:5]2[N:9]=[CH:8][N:7]([CH2:29][O:30][CH2:31][CH2:32][O:33][CH3:34])[C:6]=2[CH:10]=1. Given the reactants [Cl:1][C:2]1[C:3]([S:11][C:12]2[CH:13]=[C:14]([CH3:18])[CH:15]=[CH:16][CH:17]=2)=[CH:4][C:5]2[N:9]=[CH:8][NH:7][C:6]=2[CH:10]=1.CCN(C(C)C)C(C)C.Cl[CH2:29][O:30][CH2:31][CH2:32][O:33][CH3:34], predict the reaction product. (2) Given the reactants [CH3:1][C:2]1([CH3:25])[O:7][CH2:6][C:5]([NH:14]C(=O)OCC2C=CC=CC=2)([C:8]2[O:9][C:10]([CH3:13])=[CH:11][N:12]=2)[CH2:4][O:3]1, predict the reaction product. The product is: [CH3:1][C:2]1([CH3:25])[O:7][CH2:6][C:5]([C:8]2[O:9][C:10]([CH3:13])=[CH:11][N:12]=2)([NH2:14])[CH2:4][O:3]1. (3) The product is: [ClH:1].[C:9]1([C:7](=[NH:2])[NH2:8])[C:18]2[C:13](=[CH:14][CH:15]=[CH:16][CH:17]=2)[CH:12]=[CH:11][CH:10]=1. Given the reactants [Cl-:1].[NH4+:2].C[Al](C)C.[C:7]([C:9]1[C:18]2[C:13](=[CH:14][CH:15]=[CH:16][CH:17]=2)[CH:12]=[CH:11][CH:10]=1)#[N:8], predict the reaction product. (4) Given the reactants C(OC(=O)NC1C2C1CN(CCO)C2)(C)(C)C.C(N(CC)CC)C.CS(Cl)(=O)=O.[CH3:30][S:31]([O:34][CH2:35][CH2:36][N:37]1[CH2:42][CH2:41][CH:40]([NH:43][C:44]([O:46][C:47]([CH3:50])([CH3:49])[CH3:48])=[O:45])[CH2:39][CH2:38]1)(=[O:33])=[O:32].S([O-])(=O)(=O)C, predict the reaction product. The product is: [CH3:30][S:31]([O:34][CH2:35][CH2:36][N:37]1[CH2:38][CH:39]2[CH:41]([CH:40]2[NH:43][C:44]([O:46][C:47]([CH3:50])([CH3:49])[CH3:48])=[O:45])[CH2:42]1)(=[O:32])=[O:33]. (5) Given the reactants Cl.Cl.Cl.[NH2:4][CH2:5][C:6]1[CH2:12][CH2:11][NH:10][C:9]2[N:13]=[CH:14][N:15]=[C:16]([NH:17][C:18]3[CH:23]=[CH:22][C:21]([O:24][C:25]4[CH:26]=[N:27][C:28]([CH3:31])=[CH:29][CH:30]=4)=[C:20]([CH3:32])[CH:19]=3)[C:8]=2[CH:7]=1.[CH3:33][O:34][CH2:35][CH2:36][O:37][CH2:38][C:39](O)=[O:40].ON1C2C=CC=CC=2N=N1.Cl.C(N=C=NCCCN(C)C)C, predict the reaction product. The product is: [CH3:33][O:34][CH2:35][CH2:36][O:37][CH2:38][C:39]([NH:4][CH2:5][C:6]1[CH2:12][CH2:11][NH:10][C:9]2[N:13]=[CH:14][N:15]=[C:16]([NH:17][C:18]3[CH:23]=[CH:22][C:21]([O:24][C:25]4[CH:26]=[N:27][C:28]([CH3:31])=[CH:29][CH:30]=4)=[C:20]([CH3:32])[CH:19]=3)[C:8]=2[CH:7]=1)=[O:40]. (6) Given the reactants IC1C=CC(C)=CC=1C(O)=O.OOS([O-])=O.[K+].[CH3:18][CH2:19][CH2:20][CH2:21][CH:22]([OH:27])[CH2:23][CH2:24][CH2:25][CH3:26], predict the reaction product. The product is: [CH3:18][CH2:19][CH2:20][CH2:21][C:22](=[O:27])[CH2:23][CH2:24][CH2:25][CH3:26]. (7) Given the reactants [Cl:1][C:2]1[CH:7]=[N:6][C:5](Cl)=[CH:4][N:3]=1.[CH3:9][S-:10].[Na+], predict the reaction product. The product is: [Cl:1][C:2]1[CH:7]=[N:6][C:5]([S:10][CH3:9])=[CH:4][N:3]=1.